Dataset: Full USPTO retrosynthesis dataset with 1.9M reactions from patents (1976-2016). Task: Predict the reactants needed to synthesize the given product. (1) Given the product [CH:1]1([NH:4][C:5]([N:7]2[C:15]3[C:10](=[CH:11][C:12]([O:16][C:17]4[CH:22]=[CH:21][N:20]=[C:19]([NH:23][C:28]([NH:27][CH2:26][CH2:25][Cl:24])=[O:29])[CH:18]=4)=[CH:13][CH:14]=3)[CH:9]=[CH:8]2)=[O:6])[CH2:3][CH2:2]1, predict the reactants needed to synthesize it. The reactants are: [CH:1]1([NH:4][C:5]([N:7]2[C:15]3[C:10](=[CH:11][C:12]([O:16][C:17]4[CH:22]=[CH:21][N:20]=[C:19]([NH2:23])[CH:18]=4)=[CH:13][CH:14]=3)[CH:9]=[CH:8]2)=[O:6])[CH2:3][CH2:2]1.[Cl:24][CH2:25][CH2:26][N:27]=[C:28]=[O:29]. (2) Given the product [CH3:22][C:20]1([CH3:23])[C:19]([CH3:24])([CH3:25])[O:18][B:17]([C:14]2[CH:15]=[CH:16][CH:9]=[C:10]([CH:13]=2)[C:11]#[N:12])[O:21]1, predict the reactants needed to synthesize it. The reactants are: F[C@H]1[C@@H](O[C:9]2[CH:16]=[CH:15][C:14]([B:17]3[O:21][C:20]([CH3:23])([CH3:22])[C:19]([CH3:25])([CH3:24])[O:18]3)=[CH:13][C:10]=2[C:11]#[N:12])CCNC1.CN(C(ON1N=NC2C=CC=NC1=2)=[N+](C)C)C.F[P-](F)(F)(F)(F)F.O[C@@H](C)C(O)=O.C(N(CC)C(C)C)(C)C. (3) Given the product [Br:20][C:3]1[CH:4]=[CH:5][C:6]([NH:8][CH2:9][C:10]2[CH:11]=[N:12][C:13]([C:16]([F:19])([F:17])[F:18])=[CH:14][CH:15]=2)=[N:7][C:2]=1[Cl:1], predict the reactants needed to synthesize it. The reactants are: [Cl:1][C:2]1[N:7]=[C:6]([NH:8][CH2:9][C:10]2[CH:11]=[N:12][C:13]([C:16]([F:19])([F:18])[F:17])=[CH:14][CH:15]=2)[CH:5]=[CH:4][CH:3]=1.[Br:20]N1C(=O)CCC1=O.O.